From a dataset of Reaction yield outcomes from USPTO patents with 853,638 reactions. Predict the reaction yield, written as a fraction of the theoretical maximum amount of product (1.0 means a 100% yield; for example, 0.34 means a 34% yield). (1) The reactants are Cl.[N:2]1[CH:7]=[CH:6][CH:5]=[CH:4][C:3]=1[C:8](Cl)=[O:9].[Cl:11][C:12]1[C:17]([C:18]([F:21])([F:20])[F:19])=[CH:16][N:15]=[C:14]2[NH:22][CH:23]=[C:24]([NH2:25])[C:13]=12. The catalyst is N1C=CC=CC=1. The product is [Cl:11][C:12]1[C:17]([C:18]([F:21])([F:19])[F:20])=[CH:16][N:15]=[C:14]2[NH:22][CH:23]=[C:24]([NH:25][C:8](=[O:9])[C:3]3[CH:4]=[CH:5][CH:6]=[CH:7][N:2]=3)[C:13]=12. The yield is 0.790. (2) The reactants are [Cl:1][C:2]1[CH:3]=[C:4]([S:8]([O-:10])=[O:9])[CH:5]=[CH:6][CH:7]=1.[Na+].Br[C:13]1[CH:21]=[CH:20][C:19]2[N:18]([CH3:22])[C:17]3[CH2:23][CH:24]4[NH:28][CH:27]([C:16]=3[C:15]=2[C:14]=1[C:29]([O:31][C:32]([CH3:35])([CH3:34])[CH3:33])=[O:30])[CH2:26][CH2:25]4. No catalyst specified. The product is [Cl:1][C:2]1[CH:3]=[C:4]([S:8]([C:13]2[CH:21]=[CH:20][C:19]3[N:18]([CH3:22])[C:17]4[CH2:23][CH:24]5[NH:28][CH:27]([C:16]=4[C:15]=3[C:14]=2[C:29]([O:31][C:32]([CH3:35])([CH3:34])[CH3:33])=[O:30])[CH2:26][CH2:25]5)(=[O:10])=[O:9])[CH:5]=[CH:6][CH:7]=1. The yield is 0.350. (3) The catalyst is C(Cl)Cl. The reactants are [Br:1][C:2]1[CH:7]=[CH:6][C:5]([C:8]2[N:9]=[C:10]([NH:13][CH:14]([CH2:17][C:18]([F:21])([F:20])[F:19])[CH2:15][OH:16])[S:11][CH:12]=2)=[CH:4][CH:3]=1.C(N(CC)CC)C.Cl[C:30](Cl)([O:32]C(=O)OC(Cl)(Cl)Cl)Cl.C(=O)(O)[O-].[Na+]. The product is [Br:1][C:2]1[CH:7]=[CH:6][C:5]([C:8]2[N:9]=[C:10]([N:13]3[CH:14]([CH2:17][C:18]([F:19])([F:21])[F:20])[CH2:15][O:16][C:30]3=[O:32])[S:11][CH:12]=2)=[CH:4][CH:3]=1. The yield is 0.830.